This data is from Catalyst prediction with 721,799 reactions and 888 catalyst types from USPTO. The task is: Predict which catalyst facilitates the given reaction. (1) The catalyst class is: 68. Product: [NH2:8][CH2:9][CH2:10][C:11]([N:13]([CH2:14][C:15]([NH:16][CH2:17][C:18]1[CH:23]=[CH:22][C:21]([C:24]([O:26][CH2:27][C:28]#[N:29])=[O:25])=[C:20]([OH:30])[CH:19]=1)=[O:31])[CH2:32][C:33](=[O:34])[NH:35][CH2:36][C:37]1[CH:48]=[CH:47][C:40]([C:41]([O:43][CH2:44][C:45]#[N:46])=[O:42])=[C:39]([OH:49])[CH:38]=1)=[O:12]. Reactant: C(OC([NH:8][CH2:9][CH2:10][C:11]([N:13]([CH2:32][C:33]([NH:35][CH2:36][C:37]1[CH:48]=[CH:47][C:40]([C:41]([O:43][CH2:44][C:45]#[N:46])=[O:42])=[C:39]([OH:49])[CH:38]=1)=[O:34])[CH2:14][C:15](=[O:31])[NH:16][CH2:17][C:18]1[CH:23]=[CH:22][C:21]([C:24]([O:26][CH2:27][C:28]#[N:29])=[O:25])=[C:20]([OH:30])[CH:19]=1)=[O:12])=O)(C)(C)C.FC(F)(F)C(O)=O. (2) Reactant: C(OC([N:8]1[CH2:13][CH2:12][C:11](O)([C:14]2[CH:19]=[CH:18][CH:17]=[CH:16][C:15]=2[SH:20])[CH2:10][CH2:9]1)=O)(C)(C)C.[Cl:22][C:23]1[CH:28]=[CH:27][CH:26]=[CH:25][C:24]=1I.CC(C)([O-])C.[K+]. Product: [Cl:22][C:23]1[CH:28]=[CH:27][CH:26]=[CH:25][C:24]=1[S:20][C:15]1[CH:16]=[CH:17][CH:18]=[CH:19][C:14]=1[C:11]1[CH2:12][CH2:13][NH:8][CH2:9][CH:10]=1. The catalyst class is: 11. (3) Reactant: [CH3:1][O:2][C:3](=[O:27])[C:4]1[CH:9]=[C:8]([O:10][CH3:11])[CH:7]=[CH:6][C:5]=1[NH:12][C:13]1[N:17]([C:18]2[CH:23]=[CH:22][CH:21]=[CH:20][C:19]=2[CH3:24])[N:16]=[C:15]([CH3:25])[C:14]=1Br.[Cl:28][C:29]1[C:38](B2OC(C)(C)C(C)(C)O2)=[CH:37][CH:36]=[C:35]2[C:30]=1[N:31]=[CH:32][CH:33]=[N:34]2.C(=O)([O-])[O-].[Na+].[Na+].O. Product: [CH3:1][O:2][C:3](=[O:27])[C:4]1[CH:9]=[C:8]([O:10][CH3:11])[CH:7]=[CH:6][C:5]=1[NH:12][C:13]1[N:17]([C:18]2[CH:23]=[CH:22][CH:21]=[CH:20][C:19]=2[CH3:24])[N:16]=[C:15]([CH3:25])[C:14]=1[C:38]1[C:29]([Cl:28])=[C:30]2[C:35](=[CH:36][CH:37]=1)[N:34]=[CH:33][CH:32]=[N:31]2. The catalyst class is: 427.